From a dataset of Full USPTO retrosynthesis dataset with 1.9M reactions from patents (1976-2016). Predict the reactants needed to synthesize the given product. (1) Given the product [I:31][C:11]1[C:7]2[C:8](=[C:3]([O:2][CH3:1])[N:4]=[CH:5][CH:6]=2)[O:9][C:12]=1[C:13]1[CH:18]=[CH:17][C:16]([C:19]2([NH:23][C:24](=[O:30])[O:25][C:26]([CH3:29])([CH3:28])[CH3:27])[CH2:22][CH2:21][CH2:20]2)=[CH:15][CH:14]=1, predict the reactants needed to synthesize it. The reactants are: [CH3:1][O:2][C:3]1[C:8]([O:9]C)=[C:7]([C:11]#[C:12][C:13]2[CH:18]=[CH:17][C:16]([C:19]3([NH:23][C:24](=[O:30])[O:25][C:26]([CH3:29])([CH3:28])[CH3:27])[CH2:22][CH2:21][CH2:20]3)=[CH:15][CH:14]=2)[CH:6]=[CH:5][N:4]=1.[I:31]Cl. (2) Given the product [Si:1]([O:8][C@@H:9]([CH2:38][CH2:39][C:40]1[CH:41]=[CH:42][CH:43]=[CH:44][CH:45]=1)/[CH:10]=[CH:11]/[C@H:12]1[C@H:16]([O:17][Si:18]([C:21]([CH3:22])([CH3:23])[CH3:24])([CH3:19])[CH3:20])[CH2:15][C@H:14]([OH:25])[C@@H:13]1[CH2:26]/[CH:27]=[CH:28]\[CH2:29][CH2:30][CH2:31][C:32]([O:34][CH:35]([CH3:37])[CH3:36])=[O:33])([C:4]([CH3:5])([CH3:6])[CH3:7])([CH3:3])[CH3:2], predict the reactants needed to synthesize it. The reactants are: [Si:1]([O:8][C@@H:9]([CH2:38][CH2:39][C:40]1[CH:45]=[CH:44][CH:43]=[CH:42][CH:41]=1)/[CH:10]=[CH:11]/[C@H:12]1[C@H:16]([O:17][Si:18]([C:21]([CH3:24])([CH3:23])[CH3:22])([CH3:20])[CH3:19])[CH2:15][C:14](=[O:25])[C@@H:13]1[CH2:26]/[CH:27]=[CH:28]\[CH2:29][CH2:30][CH2:31][C:32]([O:34][CH:35]([CH3:37])[CH3:36])=[O:33])([C:4]([CH3:7])([CH3:6])[CH3:5])([CH3:3])[CH3:2].CCC(C)[BH-](C(C)CC)C(C)CC.[Li+].OO.[Na+].[Cl-]. (3) Given the product [CH2:13]([C:12]1([C:17]2[CH:18]=[CH:19][C:20]([F:23])=[CH:21][CH:22]=2)[O:16][C:32](=[O:34])[N:10]([C@H:8]([C:5]2[CH:4]=[CH:3][C:2]([Br:1])=[CH:7][CH:6]=2)[CH3:9])[CH2:11]1)[CH:14]=[CH2:15], predict the reactants needed to synthesize it. The reactants are: [Br:1][C:2]1[CH:7]=[CH:6][C:5]([C@@H:8]([NH:10][CH2:11][C:12]([C:17]2[CH:22]=[CH:21][C:20]([F:23])=[CH:19][CH:18]=2)([OH:16])[CH2:13][CH:14]=[CH2:15])[CH3:9])=[CH:4][CH:3]=1.CCN(CC)CC.Cl[C:32](Cl)([O:34]C(=O)OC(Cl)(Cl)Cl)Cl. (4) Given the product [CH2:46]([O:45][C:43](=[O:44])[CH2:42][C:37]1[CH:38]=[CH:39][CH:40]=[CH:41][C:36]=1[C:20]1[CH:21]=[CH:22][CH:23]=[C:18]([C:17]2[O:16][N:15]=[C:14]([CH3:33])[C:13]=2[NH:12][C:11]([O:10][CH:8]([C:3]2[CH:4]=[CH:5][CH:6]=[CH:7][C:2]=2[Cl:1])[CH3:9])=[O:34])[CH:19]=1)[CH3:47], predict the reactants needed to synthesize it. The reactants are: [Cl:1][C:2]1[CH:7]=[CH:6][CH:5]=[CH:4][C:3]=1[CH:8]([O:10][C:11](=[O:34])[NH:12][C:13]1[C:14]([CH3:33])=[N:15][O:16][C:17]=1[C:18]1[CH:23]=[CH:22][CH:21]=[C:20](B2OC(C)(C)C(C)(C)O2)[CH:19]=1)[CH3:9].Br[C:36]1[CH:41]=[CH:40][CH:39]=[CH:38][C:37]=1[CH2:42][C:43]([O:45][CH2:46][CH3:47])=[O:44].C(=O)(O)[O-].[Na+]. (5) Given the product [Cl:1][C:2]1[N:10]=[C:9]2[C:5]([N:6]=[CH:7][NH:8]2)=[C:4]([NH:12][C:13]2[CH:14]=[CH:15][C:16]([C:17]([O:19][CH2:20][CH2:21][CH2:22][CH3:23])=[O:18])=[CH:24][CH:25]=2)[N:3]=1, predict the reactants needed to synthesize it. The reactants are: [Cl:1][C:2]1[N:10]=[C:9]2[C:5]([NH:6][CH:7]=[N:8]2)=[C:4](Cl)[N:3]=1.[NH2:12][C:13]1[CH:25]=[CH:24][C:16]([C:17]([O:19][CH2:20][CH2:21][CH2:22][CH3:23])=[O:18])=[CH:15][CH:14]=1. (6) Given the product [CH:1]([C@:4]1([C:17]([N:19]2[CH2:28][CH2:27][C:26]3[N:25]=[CH:24][C:23]([C:29]([F:32])([F:31])[F:30])=[CH:22][C:21]=3[CH2:20]2)=[O:18])[CH2:8][CH2:7][C@@H:6]([NH2:9])[CH2:5]1)([CH3:3])[CH3:2], predict the reactants needed to synthesize it. The reactants are: [CH:1]([C@:4]1([C:17]([N:19]2[CH2:28][CH2:27][C:26]3[N:25]=[CH:24][C:23]([C:29]([F:32])([F:31])[F:30])=[CH:22][C:21]=3[CH2:20]2)=[O:18])[CH2:8][CH2:7][C@@H:6]([NH:9]C(=O)OC(C)(C)C)[CH2:5]1)([CH3:3])[CH3:2]. (7) The reactants are: ClC1C=CC(OCC2CCNCC2C2C=CC(Cl)=CC=2)=NC=1.Cl.C([N:31]1[CH2:36][CH2:35][C@@H:34]([C@@H:37]([O:39][C:40]2[CH:45]=[CH:44][C:43]([Cl:46])=[CH:42][N:41]=2)[CH3:38])[C@H:33]([C:47]2[CH:52]=[CH:51][C:50]([Cl:53])=[CH:49][CH:48]=2)[CH2:32]1)C1C=CC=CC=1. Given the product [Cl:46][C:43]1[CH:44]=[CH:45][C:40]([O:39][C@H:37]([C@@H:34]2[CH2:35][CH2:36][NH:31][CH2:32][C@H:33]2[C:47]2[CH:48]=[CH:49][C:50]([Cl:53])=[CH:51][CH:52]=2)[CH3:38])=[N:41][CH:42]=1, predict the reactants needed to synthesize it. (8) Given the product [CH3:1][O:2][C:3]1[CH:4]=[C:5]2[C:10](=[CH:11][C:12]=1[O:13][CH3:14])[N:9]=[CH:8][N:7]=[C:6]2[S:15][C:16]1[CH:17]=[C:18]([NH:19][C:32]([NH:31][C:28]2[CH:27]=[C:26]([CH:23]([CH3:25])[CH3:24])[O:30][N:29]=2)=[O:33])[CH:20]=[CH:21][CH:22]=1, predict the reactants needed to synthesize it. The reactants are: [CH3:1][O:2][C:3]1[CH:4]=[C:5]2[C:10](=[CH:11][C:12]=1[O:13][CH3:14])[N:9]=[CH:8][N:7]=[C:6]2[S:15][C:16]1[CH:17]=[C:18]([CH:20]=[CH:21][CH:22]=1)[NH2:19].[CH:23]([C:26]1[O:30][N:29]=[C:28]([NH:31][C:32](=O)[O:33]C2C=CC=CC=2)[CH:27]=1)([CH3:25])[CH3:24]. (9) The reactants are: C([O:8][C:9]1[CH:26]=[C:12]2[CH2:13][N:14]([C:17]([C:19]3[CH:24]=[CH:23][C:22]([F:25])=[CH:21][CH:20]=3)=[O:18])[CH2:15][CH2:16][N:11]2[N:10]=1)C1C=CC=CC=1. Given the product [F:25][C:22]1[CH:23]=[CH:24][C:19]([C:17]([N:14]2[CH2:15][CH2:16][N:11]3[N:10]=[C:9]([OH:8])[CH:26]=[C:12]3[CH2:13]2)=[O:18])=[CH:20][CH:21]=1, predict the reactants needed to synthesize it.